Dataset: Experimentally validated miRNA-target interactions with 360,000+ pairs, plus equal number of negative samples. Task: Binary Classification. Given a miRNA mature sequence and a target amino acid sequence, predict their likelihood of interaction. (1) The miRNA is hsa-miR-103a-3p with sequence AGCAGCAUUGUACAGGGCUAUGA. The protein sequence of the target gene is MDQPFTVNSLKKLAAMPDHTDVSLSPEERVRALSKLGCNITISEDITPRRYFRSGVEMERMASVYLEEGNLENAFVLYNKFITLFVEKLPNHRDYQQCAVPEKQDIMKKLKEIAFPRTDELKNDLLKKYNVEYQEYLQSKNKYKAEILKKLEHQRLIEAERKRIAQMRQQQLESEQFLFFEDQLKKQELARGQMRSQQTSGLSEQIDGSALSCFSTHQNNSLLNVFADQPNKSDATNYASHSPPVNRALTPAATLSAVQNLVVEGLRCVVLPEDLCHKFLQLAESNTVRGIETCGILCGK.... Result: 1 (interaction). (2) The protein sequence of the target gene is MEENMEEGQTQKGCFECCIKCLGGIPYASLIATILLYAGVALFCGCGHEALSGTVNILQTYFELARTAGDTLDVFTMIDIFKYVIYGIAAAFFVYGILLMVEGFFTTGAIKDLYGDFKITTCGRCVSAWFIMLTYLFMLAWLGVTAFTSLPVYMYFNVWTICRNTTLVEGANLCLDLRQFGIVTIGEEKKICTASENFLRMCESTELNMTFHLFIVALAGAGAAVIAMVHYLMVLSANWAYVKDACRMQKYEDIKSKEEQELHDIHSTRSKERLNAYT. Result: 0 (no interaction). The miRNA is mmu-miR-6420 with sequence ACUAAUCCUAUAAAAUCAAAC. (3) The miRNA is mmu-miR-669p-5p with sequence AGUUGUGUGUGCAUGUUCAUGUCU. The protein sequence of the target gene is MPALAIMGLSLAAFLELGMGASLCLSQQFKAQGDYILGGLFPLGSTEEATLNQRTQPNSIPCNRFSPLGLFLAMAMKMAVEEINNGSALLPGLRLGYDLFDTCSEPVVTMKSSLMFLAKVGSQSIAAYCNYTQYQPRVLAVIGPHSSELALITGKFFSFFLMPQVSYSASMDRLSDRETFPSFFRTVPSDRVQLQAVVTLLQNFSWNWVAALGSDDDYGREGLSIFSSLANARGICIAHEGLVPQHDTSGQQLGKVLDVLRQVNQSKVQVVVLFASARAVYSLFSYSIHHGLSPKVWVAS.... Result: 0 (no interaction).